This data is from NCI-60 drug combinations with 297,098 pairs across 59 cell lines. The task is: Regression. Given two drug SMILES strings and cell line genomic features, predict the synergy score measuring deviation from expected non-interaction effect. (1) Drug 1: CC1=CC2C(CCC3(C2CCC3(C(=O)C)OC(=O)C)C)C4(C1=CC(=O)CC4)C. Drug 2: B(C(CC(C)C)NC(=O)C(CC1=CC=CC=C1)NC(=O)C2=NC=CN=C2)(O)O. Cell line: HOP-92. Synergy scores: CSS=-0.394, Synergy_ZIP=3.21, Synergy_Bliss=3.82, Synergy_Loewe=-5.85, Synergy_HSA=-4.48. (2) Drug 1: CC12CCC3C(C1CCC2=O)CC(=C)C4=CC(=O)C=CC34C. Drug 2: C1=NC2=C(N1)C(=S)N=CN2. Cell line: SF-268. Synergy scores: CSS=45.2, Synergy_ZIP=-9.63, Synergy_Bliss=-17.0, Synergy_Loewe=-28.2, Synergy_HSA=-15.2. (3) Drug 1: CCC(=C(C1=CC=CC=C1)C2=CC=C(C=C2)OCCN(C)C)C3=CC=CC=C3.C(C(=O)O)C(CC(=O)O)(C(=O)O)O. Drug 2: CC1=C(C(=CC=C1)Cl)NC(=O)C2=CN=C(S2)NC3=CC(=NC(=N3)C)N4CCN(CC4)CCO. Cell line: TK-10. Synergy scores: CSS=16.9, Synergy_ZIP=10.7, Synergy_Bliss=16.1, Synergy_Loewe=10.8, Synergy_HSA=13.7. (4) Drug 1: C1=CC(=CC=C1CCC2=CNC3=C2C(=O)NC(=N3)N)C(=O)NC(CCC(=O)O)C(=O)O. Drug 2: C1=CN(C=N1)CC(O)(P(=O)(O)O)P(=O)(O)O. Cell line: IGROV1. Synergy scores: CSS=24.1, Synergy_ZIP=-5.52, Synergy_Bliss=-2.77, Synergy_Loewe=-3.91, Synergy_HSA=-0.790. (5) Drug 1: CC(CN1CC(=O)NC(=O)C1)N2CC(=O)NC(=O)C2. Drug 2: CC1=C2C(C(=O)C3(C(CC4C(C3C(C(C2(C)C)(CC1OC(=O)C(C(C5=CC=CC=C5)NC(=O)C6=CC=CC=C6)O)O)OC(=O)C7=CC=CC=C7)(CO4)OC(=O)C)O)C)OC(=O)C. Cell line: SF-295. Synergy scores: CSS=30.2, Synergy_ZIP=-10.8, Synergy_Bliss=-5.75, Synergy_Loewe=-2.18, Synergy_HSA=-1.60. (6) Drug 1: C(=O)(N)NO. Drug 2: CC(C)NC(=O)C1=CC=C(C=C1)CNNC.Cl. Cell line: OVCAR-5. Synergy scores: CSS=-2.41, Synergy_ZIP=0.603, Synergy_Bliss=-0.555, Synergy_Loewe=-2.26, Synergy_HSA=-2.22.